Predict the reaction yield, written as a fraction of the theoretical maximum amount of product (1.0 means a 100% yield; for example, 0.34 means a 34% yield). From a dataset of Reaction yield outcomes from USPTO patents with 853,638 reactions. (1) The reactants are [NH2:1][CH2:2][CH2:3][C@@H:4]([N:16]1[C:24](=[O:25])[C:23]2[C:18](=[CH:19][CH:20]=[CH:21][C:22]=2[NH:26][C:27]([CH:29]2[CH2:31][CH2:30]2)=[O:28])[CH2:17]1)[C:5]1[CH:10]=[CH:9][C:8]([O:11][CH3:12])=[C:7]([O:13][CH2:14][CH3:15])[CH:6]=1.C(N(CC)CC)C.[CH3:39][S:40](Cl)(=[O:42])=[O:41]. The catalyst is C(Cl)Cl. The product is [CH2:14]([O:13][C:7]1[CH:6]=[C:5]([C@H:4]([N:16]2[C:24](=[O:25])[C:23]3[C:18](=[CH:19][CH:20]=[CH:21][C:22]=3[NH:26][C:27]([CH:29]3[CH2:31][CH2:30]3)=[O:28])[CH2:17]2)[CH2:3][CH2:2][NH:1][S:40]([CH3:39])(=[O:42])=[O:41])[CH:10]=[CH:9][C:8]=1[O:11][CH3:12])[CH3:15]. The yield is 0.580. (2) The reactants are Br[CH2:2][C:3]([O:5][CH2:6][CH3:7])=[O:4].[O:8]=[S:9]1(=[O:38])[C:15]2[CH:16]=[C:17]([OH:22])[C:18]([S:20][CH3:21])=[CH:19][C:14]=2[N:13]([C:23]2[CH:28]=[CH:27][C:26]([Cl:29])=[CH:25][CH:24]=2)[CH2:12][C:11]([CH2:34][CH2:35][CH2:36][CH3:37])([CH2:30][CH2:31][CH2:32][CH3:33])[CH2:10]1.C([O-])([O-])=O.[Na+].[Na+]. The catalyst is [Br-].C([N+](CCCC)(CCCC)CCCC)CCC.CC#N. The product is [O:38]=[S:9]1(=[O:8])[C:15]2[CH:16]=[C:17]([O:22][CH2:2][C:3]([O:5][CH2:6][CH3:7])=[O:4])[C:18]([S:20][CH3:21])=[CH:19][C:14]=2[N:13]([C:23]2[CH:28]=[CH:27][C:26]([Cl:29])=[CH:25][CH:24]=2)[CH2:12][C:11]([CH2:34][CH2:35][CH2:36][CH3:37])([CH2:30][CH2:31][CH2:32][CH3:33])[CH2:10]1. The yield is 0.860. (3) The reactants are Cl[C:2]1[N:7]=[C:6]([C:8]2[S:12][C:11]([CH:13]3[CH2:16][CH2:15][CH2:14]3)=[N:10][C:9]=2[C:17]2[CH:18]=[CH:19][C:20]([F:35])=[C:21]([NH:23][S:24]([C:27]3[CH:32]=[C:31]([F:33])[CH:30]=[CH:29][C:28]=3[F:34])(=[O:26])=[O:25])[CH:22]=2)[CH:5]=[CH:4][N:3]=1.[CH3:36][S:37]([N:40]1[CH2:45][CH2:44][CH:43]([NH2:46])[CH2:42][CH2:41]1)(=[O:39])=[O:38]. The catalyst is C1COCC1. The product is [CH:13]1([C:11]2[S:12][C:8]([C:6]3[CH:5]=[CH:4][N:3]=[C:2]([NH:46][CH:43]4[CH2:44][CH2:45][N:40]([S:37]([CH3:36])(=[O:39])=[O:38])[CH2:41][CH2:42]4)[N:7]=3)=[C:9]([C:17]3[CH:18]=[CH:19][C:20]([F:35])=[C:21]([NH:23][S:24]([C:27]4[CH:32]=[C:31]([F:33])[CH:30]=[CH:29][C:28]=4[F:34])(=[O:26])=[O:25])[CH:22]=3)[N:10]=2)[CH2:16][CH2:15][CH2:14]1. The yield is 0.980. (4) The reactants are C([O:3][C:4]([C:6]1[O:7][C:8]2[CH:15]=[CH:14][CH:13]=[C:12]([O:16][CH2:17][CH3:18])[C:9]=2[C:10]=1[CH3:11])=[O:5])C.[Li+].[OH-]. The catalyst is C1COCC1. The product is [CH2:17]([O:16][C:12]1[C:9]2[C:10]([CH3:11])=[C:6]([C:4]([OH:5])=[O:3])[O:7][C:8]=2[CH:15]=[CH:14][CH:13]=1)[CH3:18]. The yield is 0.920.